Predict which catalyst facilitates the given reaction. From a dataset of Catalyst prediction with 721,799 reactions and 888 catalyst types from USPTO. Reactant: [CH3:1][C:2]1[N:3]=[CH:4][S:5][CH:6]=1.[Cl:7][CH2:8][C:9]([OH:11])=[O:10].C(O)C. Product: [Cl-:7].[C:9]([CH2:8][N+:3]1[C:2]([CH3:1])=[CH:6][S:5][CH:4]=1)([OH:11])=[O:10]. The catalyst class is: 21.